From a dataset of Reaction yield outcomes from USPTO patents with 853,638 reactions. Predict the reaction yield, written as a fraction of the theoretical maximum amount of product (1.0 means a 100% yield; for example, 0.34 means a 34% yield). The reactants are [Br:1][CH:2]([P:9](=[O:14])([O:12]C)[O:10]C)[C:3]1[CH:8]=[CH:7][CH:6]=[CH:5][CH:4]=1.C[Si](Br)(C)C. The catalyst is C(Cl)Cl. The product is [Br:1][CH:2]([P:9](=[O:10])([OH:14])[OH:12])[C:3]1[CH:8]=[CH:7][CH:6]=[CH:5][CH:4]=1. The yield is 0.850.